Dataset: Reaction yield outcomes from USPTO patents with 853,638 reactions. Task: Predict the reaction yield, written as a fraction of the theoretical maximum amount of product (1.0 means a 100% yield; for example, 0.34 means a 34% yield). (1) The reactants are [Cl:1][C:2]1[CH:3]=[C:4]([CH:8]=[CH:9][CH:10]=1)[C:5]([OH:7])=O.Cl.[CH3:12][O:13][C:14](=[O:19])[C@H:15]([CH2:17][OH:18])[NH2:16].C1C=CC2N(O)N=NC=2C=1.CN1CCOCC1.CCN=C=NCCCN(C)C. The catalyst is CN(C=O)C.C(OCC)(=O)C. The product is [CH3:12][O:13][C:14](=[O:19])[CH:15]([NH:16][C:5](=[O:7])[C:4]1[CH:8]=[CH:9][CH:10]=[C:2]([Cl:1])[CH:3]=1)[CH2:17][OH:18]. The yield is 0.930. (2) The reactants are [NH2:1][C:2]1[S:3]/[C:4](=[CH:8]\[C:9]2[CH:14]=[C:13]([O:15][CH3:16])[C:12]([OH:17])=[C:11]([F:18])[CH:10]=2)/[C:5](=[O:7])[N:6]=1.Br[CH2:20][C:21]([C:23]1[CH:31]=[CH:30][C:26]([C:27]([OH:29])=[O:28])=[CH:25][CH:24]=1)=O. No catalyst specified. The product is [F:18][C:11]1[CH:10]=[C:9](/[CH:8]=[C:4]2/[C:5](=[O:7])[N:6]3[CH:20]=[C:21]([C:23]4[CH:31]=[CH:30][C:26]([C:27]([OH:29])=[O:28])=[CH:25][CH:24]=4)[N:1]=[C:2]3[S:3]/2)[CH:14]=[C:13]([O:15][CH3:16])[C:12]=1[OH:17]. The yield is 0.530. (3) The reactants are [CH3:1][O:2][C:3](=[O:23])[NH:4][CH:5]([C:9]([N:11]1[CH2:15][CH2:14][CH2:13][CH:12]1[C:16]1[NH:17][C:18]([C:21]#[CH:22])=[CH:19][N:20]=1)=[O:10])[CH:6]([CH3:8])[CH3:7].[CH3:24][O:25][C:26](=[O:53])[NH:27][CH:28]([C:32]([N:34]1[CH2:38][CH2:37][CH2:36][CH:35]1[C:39]1[NH:40][C:41]([C:44]#[C:45][C:46]2[CH:51]=[CH:50][C:49](Br)=[CH:48][CH:47]=2)=[CH:42][N:43]=1)=[O:33])[CH:29]([CH3:31])[CH3:30].C(N(CC)CC)C. The catalyst is CN(C=O)C.C1C=CC([P]([Pd]([P](C2C=CC=CC=2)(C2C=CC=CC=2)C2C=CC=CC=2)([P](C2C=CC=CC=2)(C2C=CC=CC=2)C2C=CC=CC=2)[P](C2C=CC=CC=2)(C2C=CC=CC=2)C2C=CC=CC=2)(C2C=CC=CC=2)C2C=CC=CC=2)=CC=1.[Cu]I. The product is [CH3:1][O:2][C:3](=[O:23])[NH:4][CH:5]([C:9]([N:11]1[CH2:15][CH2:14][CH2:13][CH:12]1[C:16]1[NH:17][C:18]([C:21]#[C:22][C:49]2[CH:50]=[CH:51][C:46]([C:45]#[C:44][C:41]3[NH:40][C:39]([CH:35]4[CH2:36][CH2:37][CH2:38][N:34]4[C:32](=[O:33])[CH:28]([NH:27][C:26]([O:25][CH3:24])=[O:53])[CH:29]([CH3:31])[CH3:30])=[N:43][CH:42]=3)=[CH:47][CH:48]=2)=[CH:19][N:20]=1)=[O:10])[CH:6]([CH3:8])[CH3:7]. The yield is 0.170. (4) The yield is 0.820. The catalyst is C(OC(=O)C)(=O)C. The reactants are [F:1][C:2]1[CH:3]=[C:4]([C:13]2[C:14]([C:19]3[CH:24]=[CH:23][CH:22]=[CH:21][CH:20]=3)=[N:15][O:16][C:17]=2[CH3:18])[CH:5]=[C:6]([F:12])[C:7]=1[S:8]([CH3:11])(=O)=O.[C:25]([O-:28])(=[O:27])[CH3:26].[Na+]. The product is [C:25]([O:28][CH2:11][S:8][C:7]1[C:2]([F:1])=[CH:3][C:4]([C:13]2[C:14]([C:19]3[CH:24]=[CH:23][CH:22]=[CH:21][CH:20]=3)=[N:15][O:16][C:17]=2[CH3:18])=[CH:5][C:6]=1[F:12])(=[O:27])[CH3:26]. (5) The reactants are F[C:2]1[CH:7]=[CH:6][C:5]([N+:8]([O-:10])=[O:9])=[CH:4][C:3]=1[C:11]1[C:19]2[C:14](=[C:15]([O:20][CH3:21])[N:16]=[CH:17][CH:18]=2)[N:13]([CH3:22])[CH:12]=1.[F:23][C:24]1[CH:29]=[C:28]([F:30])[CH:27]=[CH:26][C:25]=1[OH:31].C(=O)([O-])[O-].[Cs+].[Cs+]. The catalyst is CS(C)=O. The product is [F:23][C:24]1[CH:29]=[C:28]([F:30])[CH:27]=[CH:26][C:25]=1[O:31][C:2]1[CH:7]=[CH:6][C:5]([N+:8]([O-:10])=[O:9])=[CH:4][C:3]=1[C:11]1[C:19]2[C:14](=[C:15]([O:20][CH3:21])[N:16]=[CH:17][CH:18]=2)[N:13]([CH3:22])[CH:12]=1. The yield is 0.950.